Predict the reaction yield, written as a fraction of the theoretical maximum amount of product (1.0 means a 100% yield; for example, 0.34 means a 34% yield). From a dataset of Reaction yield outcomes from USPTO patents with 853,638 reactions. (1) The reactants are C([O:8][C:9]1[C:14]([CH2:15][N:16]2[CH2:25][CH2:24][C:23]3[C:18](=[C:19]([CH3:36])[C:20]([O:32][CH:33]([CH3:35])[CH3:34])=[CH:21][C:22]=3[C:26]3[CH:27]=[N:28][N:29]([CH3:31])[CH:30]=3)[C:17]2=[O:37])=[C:13]([CH3:38])[CH:12]=[C:11]([CH3:39])[N:10]=1)C1C=CC=CC=1. The catalyst is CO.[Pd]. The product is [CH3:38][C:13]1[CH:12]=[C:11]([CH3:39])[NH:10][C:9](=[O:8])[C:14]=1[CH2:15][N:16]1[CH2:25][CH2:24][C:23]2[C:18](=[C:19]([CH3:36])[C:20]([O:32][CH:33]([CH3:34])[CH3:35])=[CH:21][C:22]=2[C:26]2[CH:27]=[N:28][N:29]([CH3:31])[CH:30]=2)[C:17]1=[O:37]. The yield is 0.580. (2) The reactants are [F:1][C:2]1[CH:7]=[CH:6][C:5]([C:8]([C:12]2[CH:17]=[CH:16][C:15]([F:18])=[CH:14][CH:13]=2)=[C:9](Br)[CH3:10])=[CH:4][CH:3]=1.C([Li])CCC.Cl[P:25]([C:32]1[CH:37]=[CH:36][CH:35]=[CH:34][CH:33]=1)[C:26]1[CH:31]=[CH:30][CH:29]=[CH:28][CH:27]=1.[Cl-].[NH4+]. The catalyst is C1COCC1. The product is [F:1][C:2]1[CH:7]=[CH:6][C:5]([C:8]([C:12]2[CH:17]=[CH:16][C:15]([F:18])=[CH:14][CH:13]=2)=[C:9]([P:25]([C:32]2[CH:33]=[CH:34][CH:35]=[CH:36][CH:37]=2)[C:26]2[CH:31]=[CH:30][CH:29]=[CH:28][CH:27]=2)[CH3:10])=[CH:4][CH:3]=1. The yield is 0.570. (3) The reactants are [Br:1][C:2]1[CH:3]=[C:4]([CH:8]=[C:9]([C:11]([F:14])([F:13])[F:12])[CH:10]=1)[C:5]([OH:7])=[O:6].OS(O)(=O)=O.[CH3:20]O. No catalyst specified. The product is [Br:1][C:2]1[CH:3]=[C:4]([CH:8]=[C:9]([C:11]([F:12])([F:13])[F:14])[CH:10]=1)[C:5]([O:7][CH3:20])=[O:6]. The yield is 0.920. (4) The reactants are [Cl:1][C:2]1[CH:24]=[C:23]([Cl:25])[CH:22]=[CH:21][C:3]=1[CH2:4][N:5]1[C:9]([CH2:10][CH2:11][C:12](O)=[O:13])=[CH:8][C:7]([C:15]2[CH:20]=[CH:19][CH:18]=[CH:17][CH:16]=2)=[N:6]1.[CH2:26]([S:31]([NH2:34])(=[O:33])=[O:32])[CH2:27][CH2:28][CH2:29][CH3:30].N12CCCN=C1CCCCC2. The catalyst is O1CCCC1. The product is [Cl:1][C:2]1[CH:24]=[C:23]([Cl:25])[CH:22]=[CH:21][C:3]=1[CH2:4][N:5]1[C:9]([CH2:10][CH2:11][C:12]([NH:34][S:31]([CH2:26][CH2:27][CH2:28][CH2:29][CH3:30])(=[O:33])=[O:32])=[O:13])=[CH:8][C:7]([C:15]2[CH:20]=[CH:19][CH:18]=[CH:17][CH:16]=2)=[N:6]1. The yield is 0.110. (5) The reactants are Cl[C:2]1[CH:7]=[CH:6][C:5]([N+:8]([O-:10])=[O:9])=[CH:4][N:3]=1.C(N(CC)CC)C.[CH3:18][S-:19].[Na+]. The catalyst is CO. The product is [CH3:18][S:19][C:2]1[CH:7]=[CH:6][C:5]([N+:8]([O-:10])=[O:9])=[CH:4][N:3]=1. The yield is 0.970. (6) The reactants are ClB(Cl)Cl.C(Cl)Cl.[CH3:8][O:9][C:10]1[CH:15]=[CH:14][CH:13]=[C:12]([NH2:16])[CH:11]=1.[C:17](#N)[CH3:18].[Cl-].[Al+3].[Cl-].[Cl-].[OH-:24].[Na+]. The catalyst is C1(C)C=CC=CC=1.O.CC(O)C. The product is [NH2:16][C:12]1[CH:11]=[C:10]([O:9][CH3:8])[CH:15]=[CH:14][C:13]=1[C:17](=[O:24])[CH3:18]. The yield is 0.630. (7) The reactants are [Cl:1][C:2]1[CH:12]=[C:11]([Cl:13])[CH:10]=[CH:9][C:3]=1[O:4][CH2:5][C:6]([OH:8])=O.[CH3:14][C:15]1([CH3:23])[CH2:20][C:19](=[O:21])[CH2:18][C:17](=[O:22])[CH2:16]1.C1(N=C=NC2CCCCC2)CCCCC1.O=P12OP3(OP(OP(O3)(O1)=O)(=O)O2)=O. The catalyst is ClCCl.CN(C)C1C=CN=CC=1.C(OCC)(=O)C. The product is [Cl:1][C:2]1[CH:12]=[C:11]([Cl:13])[CH:10]=[CH:9][C:3]=1[O:4][CH2:5][C:6](=[C:18]1[C:19](=[O:21])[CH2:20][C:15]([CH3:23])([CH3:14])[CH2:16][C:17]1=[O:22])[OH:8]. The yield is 0.190. (8) The reactants are Cl[C:2]1[N:3]=[CH:4][C:5]2[C:9]([NH:11][C:12]3[CH:16]=[C:15]([CH3:17])[NH:14][N:13]=3)([N:10]=1)[N:8]=[CH:7][N:6]=2.[CH3:18][CH:19]1[CH2:24][CH2:23][NH:22][CH2:21][CH2:20]1.C(=O)([O-])[O-].[K+].[K+]. No catalyst specified. The product is [CH3:18][CH:19]1[CH2:24][CH2:23][N:22]([C:2]2[N:3]=[CH:4][C:5]3[C:9]([NH:11][C:12]4[NH:13][N:14]=[C:15]([CH3:17])[CH:16]=4)([N:10]=2)[N:8]=[CH:7][N:6]=3)[CH2:21][CH2:20]1. The yield is 0.900. (9) The reactants are [NH:1]1[C:9]2[C:4](=[CH:5][CH:6]=[CH:7][CH:8]=2)[C:3]2([CH2:13][CH2:12][CH2:11][CH2:10]2)[C:2]1=[O:14].C([O-])(=O)C.[Na+].[Br:20]Br.C(=O)([O-])O.[Na+]. The catalyst is C(O)(=O)C. The product is [Br:20][CH:13]1[C:3]2([C:4]3[C:9](=[CH:8][CH:7]=[CH:6][CH:5]=3)[NH:1][C:2]2=[O:14])[CH2:10][CH2:11][CH2:12]1. The yield is 0.960.